Dataset: Catalyst prediction with 721,799 reactions and 888 catalyst types from USPTO. Task: Predict which catalyst facilitates the given reaction. (1) Reactant: [ClH:1].[CH3:2][C:3]1[C:8]([CH3:9])=[CH:7][C:6]([C:10](=[O:19])[NH:11][CH:12]2[CH2:17][CH2:16][N:15]([CH3:18])[CH2:14][CH2:13]2)=[CH:5][C:4]=1[C:20]1[CH:25]=[CH:24][C:23]([CH2:26][C@H:27]([NH:42][C:43]([C@H:45]2[CH2:50][CH2:49][C@H:48]([CH2:51][NH:52]C(=O)OC(C)(C)C)[CH2:47][CH2:46]2)=[O:44])[C:28](=[O:41])[NH:29][C:30]2[CH:35]=[CH:34][C:33]([C:36]3[N:37]=[N:38][NH:39][N:40]=3)=[CH:32][CH:31]=2)=[CH:22][CH:21]=1. Product: [ClH:1].[NH2:52][CH2:51][C@H:48]1[CH2:47][CH2:46][C@H:45]([C:43]([NH:42][C@H:27]([C:28](=[O:41])[NH:29][C:30]2[CH:31]=[CH:32][C:33]([C:36]3[N:37]=[N:38][NH:39][N:40]=3)=[CH:34][CH:35]=2)[CH2:26][C:23]2[CH:22]=[CH:21][C:20]([C:4]3[C:3]([CH3:2])=[C:8]([CH3:9])[CH:7]=[C:6]([C:10]([NH:11][CH:12]4[CH2:13][CH2:14][N:15]([CH3:18])[CH2:16][CH2:17]4)=[O:19])[CH:5]=3)=[CH:25][CH:24]=2)=[O:44])[CH2:50][CH2:49]1. The catalyst class is: 12. (2) Reactant: [Br:1][C:2]1[C:3]([F:12])=[CH:4][C:5]2[S:9][C:8]([NH2:10])=[N:7][C:6]=2[CH:11]=1.[CH2:13]([N:15]=[C:16]=[O:17])[CH3:14]. Product: [Br:1][C:2]1[C:3]([F:12])=[CH:4][C:5]2[S:9][C:8]([NH:10][C:16]([NH:15][CH2:13][CH3:14])=[O:17])=[N:7][C:6]=2[CH:11]=1. The catalyst class is: 12.